Predict the reactants needed to synthesize the given product. From a dataset of Full USPTO retrosynthesis dataset with 1.9M reactions from patents (1976-2016). (1) Given the product [O:15]1[C:14]2[CH:16]=[CH:17][CH:18]=[CH:19][C:13]=2[O:12][CH2:11][CH:10]1[CH2:9][NH:8][C:6]([C:5]1[CH:20]=[CH:21][C:2]([NH:25][C:26]2[CH:40]=[CH:39][CH:38]=[CH:37][C:27]=2[C:28]([OH:29])=[O:56])=[C:3]([N+:22]([O-:24])=[O:23])[CH:4]=1)=[O:7], predict the reactants needed to synthesize it. The reactants are: Br[C:2]1[CH:21]=[CH:20][C:5]([C:6]([NH:8][CH2:9][CH:10]2[O:15][C:14]3[CH:16]=[CH:17][CH:18]=[CH:19][C:13]=3[O:12][CH2:11]2)=[O:7])=[CH:4][C:3]=1[N+:22]([O-:24])=[O:23].[NH2:25][C:26]1[CH:40]=[C:39](C(NCC2OC3C=CC=CC=3OC2)=O)[CH:38]=[CH:37][C:27]=1[C:28](NCCCOCC)=[O:29].C([O-])([O-])=[O:56].[K+].[K+]. (2) Given the product [Cl-:12].[Br:1][C:2]1[CH:3]=[C:4]2[C:9](=[CH:10][CH:11]=1)[C:8]([Cl:12])=[C:7]([O:13][CH2:21][CH2:22][NH3+:23])[CH:6]=[CH:5]2, predict the reactants needed to synthesize it. The reactants are: [Br:1][C:2]1[CH:3]=[C:4]2[C:9](=[CH:10][CH:11]=1)[C:8]([Cl:12])=[C:7]([OH:13])[CH:6]=[CH:5]2.C([O-])([O-])=O.[K+].[K+].Br[CH2:21][CH2:22][NH:23]C(=O)OC(C)(C)C.CCCCCC.C(OCC)(=O)C. (3) Given the product [C:41]1([NH:40][S:37]([C:34]2[CH:33]=[CH:32][C:31]([CH2:30][NH:29][C:21](=[O:22])[C:20]3[CH:24]=[CH:25][CH:26]=[C:18]([NH:17][C:15]([C:10]4[C:9]([C:6]5[CH:5]=[CH:4][C:3]([C:2]([F:27])([F:1])[F:28])=[CH:8][CH:7]=5)=[CH:14][CH:13]=[CH:12][CH:11]=4)=[O:16])[CH:19]=3)=[CH:36][CH:35]=2)(=[O:38])=[O:39])[CH:42]=[CH:43][CH:44]=[CH:45][CH:46]=1, predict the reactants needed to synthesize it. The reactants are: [F:1][C:2]([F:28])([F:27])[C:3]1[CH:8]=[CH:7][C:6]([C:9]2[C:10]([C:15]([NH:17][C:18]3[CH:19]=[C:20]([CH:24]=[CH:25][CH:26]=3)[C:21](O)=[O:22])=[O:16])=[CH:11][CH:12]=[CH:13][CH:14]=2)=[CH:5][CH:4]=1.[NH2:29][CH2:30][C:31]1[CH:36]=[CH:35][C:34]([S:37]([NH:40][C:41]2[CH:46]=[CH:45][CH:44]=[CH:43][CH:42]=2)(=[O:39])=[O:38])=[CH:33][CH:32]=1.C(P(O)(=O)O)CC.CN1CCOCC1. (4) Given the product [ClH:22].[CH3:20][C:19]1[C:14]([N:11]2[CH2:10][CH2:9][NH:8][CH2:13][CH2:12]2)=[N:15][CH:16]=[C:17]([CH3:21])[N:18]=1, predict the reactants needed to synthesize it. The reactants are: C(OC([N:8]1[CH2:13][CH2:12][N:11]([C:14]2[C:19]([CH3:20])=[N:18][C:17]([CH3:21])=[CH:16][N:15]=2)[CH2:10][CH2:9]1)=O)(C)(C)C.[ClH:22].C(OCC)(=O)C.C(OCC)(=O)C. (5) Given the product [ClH:26].[F:1][C:2]1[CH:3]=[C:4]([C@H:8]2[CH2:12][N:11]([CH2:13][C:14]([F:15])([F:16])[F:17])[CH2:10][C@@H:9]2[NH2:18])[CH:5]=[CH:6][CH:7]=1, predict the reactants needed to synthesize it. The reactants are: [F:1][C:2]1[CH:3]=[C:4]([C@H:8]2[CH2:12][N:11]([CH2:13][C:14]([F:17])([F:16])[F:15])[CH2:10][C@@H:9]2[NH:18]C(=O)OC(C)(C)C)[CH:5]=[CH:6][CH:7]=1.[ClH:26]. (6) Given the product [I:1][C:2]1[CH:3]=[C:4]2[C:9](=[CH:10][C:11]=1[CH2:12][CH2:13][C:14]([OH:16])=[O:15])[NH:8][C:7](=[O:19])[CH2:6][CH2:5]2, predict the reactants needed to synthesize it. The reactants are: [I:1][C:2]1[CH:3]=[C:4]2[C:9](=[CH:10][C:11]=1[CH2:12][CH2:13][C:14]([O:16]CC)=[O:15])[NH:8][C:7](=[O:19])[CH2:6][CH2:5]2.[OH-].[Na+].Cl.O. (7) Given the product [CH3:9][C:4]1[CH:5]=[CH:6][C:7]2[O:8][C:12](=[S:13])[NH:1][C:2]=2[CH:3]=1, predict the reactants needed to synthesize it. The reactants are: [NH2:1][C:2]1[C:7]([OH:8])=[CH:6][CH:5]=[C:4]([CH3:9])[CH:3]=1.[OH-].[K+].[C:12](=S)=[S:13]. (8) Given the product [C:1]([C:4]1[C:5]([O:15][CH2:16][CH3:17])=[C:6]([C:10]([CH3:14])=[C:11]([Cl:13])[CH:12]=1)[C:7]([NH:25][CH2:29][CH3:28])=[O:9])(=[O:3])[CH3:2], predict the reactants needed to synthesize it. The reactants are: [C:1]([C:4]1[C:5]([O:15][CH2:16][CH3:17])=[C:6]([C:10]([CH3:14])=[C:11]([Cl:13])[CH:12]=1)[C:7]([OH:9])=O)(=[O:3])[CH3:2].F[P-](F)(F)(F)(F)F.[N:25]1(O[P+](N(C)C)(N(C)C)N(C)C)[C:29]2C=CC=C[C:28]=2N=N1.C(N(CC)C(C)C)(C)C.C(N)C.C1COCC1. (9) Given the product [C:1]([O:32][CH2:31][CH:30]=[CH:29][CH2:28][OH:33])([C:14]1[CH:19]=[CH:18][CH:17]=[CH:16][CH:15]=1)([C:8]1[CH:13]=[CH:12][CH:11]=[CH:10][CH:9]=1)[C:2]1[CH:7]=[CH:6][CH:5]=[CH:4][CH:3]=1, predict the reactants needed to synthesize it. The reactants are: [C:1](Cl)([C:14]1[CH:19]=[CH:18][CH:17]=[CH:16][CH:15]=1)([C:8]1[CH:13]=[CH:12][CH:11]=[CH:10][CH:9]=1)[C:2]1[CH:7]=[CH:6][CH:5]=[CH:4][CH:3]=1.CCN(CC)CC.[CH2:28]([OH:33])/[CH:29]=[CH:30]\[CH2:31][OH:32].CCCCCC.